Dataset: Peptide-MHC class II binding affinity with 134,281 pairs from IEDB. Task: Regression. Given a peptide amino acid sequence and an MHC pseudo amino acid sequence, predict their binding affinity value. This is MHC class II binding data. The binding affinity (normalized) is 0. The MHC is DRB1_0701 with pseudo-sequence DRB1_0701. The peptide sequence is NNEVLRLADELRQEQGN.